Dataset: Full USPTO retrosynthesis dataset with 1.9M reactions from patents (1976-2016). Task: Predict the reactants needed to synthesize the given product. (1) Given the product [NH:48]1[C:49]2[C:54](=[CH:53][CH:52]=[CH:51][CH:50]=2)[C:46]([CH2:45][C:44]2[N:40]3[N:41]=[C:36]([C:35]4[C:31]([CH2:28][CH2:29][CH3:30])=[N:32][NH:33][CH:34]=4)[CH:37]=[N:38][C:39]3=[N:42][N:43]=2)=[CH:47]1, predict the reactants needed to synthesize it. The reactants are: C1(C2N=NC(NNC(=O)CC3C=C4C(=CC=3)N=CC=C4)=NC=2)C=CC=CC=1.[CH2:28]([C:31]1[C:35]([C:36]2[N:41]=[N:40][C:39]([NH:42][NH:43][C:44](=O)[CH2:45][C:46]3[C:54]4[C:49](=[CH:50][CH:51]=[CH:52][CH:53]=4)[NH:48][CH:47]=3)=[N:38][CH:37]=2)=[CH:34][NH:33][N:32]=1)[CH2:29][CH3:30]. (2) Given the product [Cl:47][C:39]1[CH:38]=[C:37]([C:35]2[O:34][N:33]=[C:32]([C:27]3[CH:28]=[CH:29][CH:30]=[C:31]4[C:26]=3[N:25]([CH3:48])[CH:24]=[C:23]4[CH2:22][CH2:21][O:1][CH2:2][C:3]([O:5][CH2:6][CH3:7])=[O:4])[N:36]=2)[CH:42]=[CH:41][C:40]=1[O:43][CH:44]([CH3:45])[CH3:46], predict the reactants needed to synthesize it. The reactants are: [OH:1][CH2:2][C:3]([O:5][CH2:6][CH3:7])=[O:4].[H-].[Na+].CC1C=CC(S(O[CH2:21][CH2:22][C:23]2[C:31]3[C:26](=[C:27]([C:32]4[N:36]=[C:35]([C:37]5[CH:42]=[CH:41][C:40]([O:43][CH:44]([CH3:46])[CH3:45])=[C:39]([Cl:47])[CH:38]=5)[O:34][N:33]=4)[CH:28]=[CH:29][CH:30]=3)[N:25]([CH3:48])[CH:24]=2)(=O)=O)=CC=1. (3) Given the product [S:23]1[C:19]2[CH:18]=[CH:17][CH:16]=[C:15]([CH2:14][N:5]([CH2:6][CH:7]([O:11][CH2:12][CH3:13])[O:8][CH2:9][CH3:10])[C:3]([CH:2]([NH:1][C:48](=[O:49])[CH2:47][CH:46]([NH:45][C:44]([NH:43][CH2:36][C:37]3[CH:42]=[CH:41][CH:40]=[CH:39][CH:38]=3)=[O:54])[CH2:51][CH:52]=[CH2:53])[CH2:24][C:25]3[CH:26]=[CH:27][C:28]([O:31][C:32]([CH3:33])([CH3:35])[CH3:34])=[CH:29][CH:30]=3)=[O:4])[C:20]=2[N:21]=[CH:22]1, predict the reactants needed to synthesize it. The reactants are: [NH2:1][CH:2]([CH2:24][C:25]1[CH:30]=[CH:29][C:28]([O:31][C:32]([CH3:35])([CH3:34])[CH3:33])=[CH:27][CH:26]=1)[C:3]([N:5]([CH2:14][C:15]1[C:20]2[N:21]=[CH:22][S:23][C:19]=2[CH:18]=[CH:17][CH:16]=1)[CH2:6][CH:7]([O:11][CH2:12][CH3:13])[O:8][CH2:9][CH3:10])=[O:4].[CH2:36]([NH:43][C:44](=[O:54])[NH:45][C@H:46]([CH2:51][CH:52]=[CH2:53])[CH2:47][C:48](O)=[O:49])[C:37]1[CH:42]=[CH:41][CH:40]=[CH:39][CH:38]=1.CCN=C=NCCCN(C)C.Cl.C1C=CC2N(O)N=NC=2C=1.CCN(C(C)C)C(C)C. (4) Given the product [CH3:1][O:2][C:3]1[CH:4]=[C:5]2[C:10](=[CH:11][C:12]=1[O:13][CH3:14])[N:9]=[C:8]([CH:15]1[CH2:20][CH2:19][N:18]([CH2:31][C:32]3[CH:37]=[CH:36][CH:35]=[CH:34][CH:33]=3)[CH2:17][CH:16]1[CH2:21][CH2:22][C:23]1[CH:28]=[CH:27][CH:26]=[CH:25][CH:24]=1)[N:7]([CH3:29])[C:6]2=[O:30], predict the reactants needed to synthesize it. The reactants are: [CH3:1][O:2][C:3]1[CH:4]=[C:5]2[C:10](=[CH:11][C:12]=1[O:13][CH3:14])[N:9]=[C:8]([CH:15]1[CH2:20][CH2:19][NH:18][CH2:17][CH:16]1[CH2:21][CH2:22][C:23]1[CH:28]=[CH:27][CH:26]=[CH:25][CH:24]=1)[N:7]([CH3:29])[C:6]2=[O:30].[CH:31](=O)[C:32]1[CH:37]=[CH:36][CH:35]=[CH:34][CH:33]=1. (5) The reactants are: [C:1]([CH2:3][C:4]([O:6][CH2:7][CH3:8])=[O:5])#[N:2].C([O-])([O-])=O.[K+].[K+].Cl[CH2:16][CH2:17][C:18]([C:20]1[CH:25]=[CH:24][C:23]([F:26])=[CH:22][CH:21]=1)=[O:19]. Given the product [C:1]([CH:3]([CH2:16][CH2:17][C:18]([C:20]1[CH:21]=[CH:22][C:23]([F:26])=[CH:24][CH:25]=1)=[O:19])[C:4]([O:6][CH2:7][CH3:8])=[O:5])#[N:2], predict the reactants needed to synthesize it.